This data is from Reaction yield outcomes from USPTO patents with 853,638 reactions. The task is: Predict the reaction yield, written as a fraction of the theoretical maximum amount of product (1.0 means a 100% yield; for example, 0.34 means a 34% yield). (1) The reactants are Cl[C:2]1[N:7]2[N:8]=[C:9]3[C:14]([CH:13]=[CH:12][CH:11]=[CH:10]3)=[C:6]2[N:5]=[C:4]([CH3:15])[C:3]=1[CH:16]([CH2:21][CH2:22][CH3:23])[C:17]([O:19][CH3:20])=[O:18].[CH3:24][C:25]1[CH:30]=[CH:29][C:28](B(O)O)=[CH:27][CH:26]=1.C(N(C(C)C)CC)(C)C.C(OCC)(=O)C. The catalyst is O.COCCOC. The product is [CH3:15][C:4]1[C:3]([CH:16]([CH2:21][CH2:22][CH3:23])[C:17]([O:19][CH3:20])=[O:18])=[C:2]([C:28]2[CH:29]=[CH:30][C:25]([CH3:24])=[CH:26][CH:27]=2)[N:7]2[N:8]=[C:9]3[C:14]([CH:13]=[CH:12][CH:11]=[CH:10]3)=[C:6]2[N:5]=1. The yield is 0.900. (2) The reactants are [CH2:1]([C:3]([C:25]1[CH:30]=[CH:29][C:28]([B:31]2[O:35][C:34]([CH3:37])([CH3:36])[C:33]([CH3:39])([CH3:38])[O:32]2)=[C:27]([CH3:40])[CH:26]=1)([C:6]1[CH:11]=[CH:10][C:9]([C:12]#[C:13][C:14]2([O:19][Si:20]([CH3:23])([CH3:22])[CH3:21])[CH2:18][CH2:17][CH2:16][CH2:15]2)=[C:8]([CH3:24])[CH:7]=1)[CH2:4][CH3:5])[CH3:2]. The catalyst is C(OCC)(=O)C.[C].[Pd]. The product is [CH2:1]([C:3]([C:25]1[CH:30]=[CH:29][C:28]([B:31]2[O:32][C:33]([CH3:39])([CH3:38])[C:34]([CH3:36])([CH3:37])[O:35]2)=[C:27]([CH3:40])[CH:26]=1)([C:6]1[CH:11]=[CH:10][C:9]([CH2:12][CH2:13][C:14]2([O:19][Si:20]([CH3:23])([CH3:22])[CH3:21])[CH2:18][CH2:17][CH2:16][CH2:15]2)=[C:8]([CH3:24])[CH:7]=1)[CH2:4][CH3:5])[CH3:2]. The yield is 1.00.